From a dataset of Full USPTO retrosynthesis dataset with 1.9M reactions from patents (1976-2016). Predict the reactants needed to synthesize the given product. (1) Given the product [F:54][C:39]([F:38])([S:50]([O:23][C:18]1[CH:17]=[CH:16][C:15]2[C:20](=[CH:21][CH:22]=[C:13]([C:9]3[CH:8]=[C:7]([N:24]4[CH:29]=[CH:28][C:27](=[O:30])[NH:26][C:25]4=[O:31])[CH:6]=[C:5]([C:1]([CH3:4])([CH3:2])[CH3:3])[C:10]=3[O:11][CH3:12])[CH:14]=2)[CH:19]=1)(=[O:52])=[O:51])[C:40]([F:48])([F:49])[C:41]([F:47])([F:46])[C:42]([F:45])([F:44])[F:43], predict the reactants needed to synthesize it. The reactants are: [C:1]([C:5]1[CH:6]=[C:7]([N:24]2[CH:29]=[CH:28][C:27](=[O:30])[NH:26][C:25]2=[O:31])[CH:8]=[C:9]([C:13]2[CH:22]=[CH:21][C:20]3[C:15](=[CH:16][CH:17]=[C:18]([OH:23])[CH:19]=3)[CH:14]=2)[C:10]=1[O:11][CH3:12])([CH3:4])([CH3:3])[CH3:2].C(=O)([O-])[O-].[K+].[K+].[F:38][C:39]([F:54])([S:50](F)(=[O:52])=[O:51])[C:40]([F:49])([F:48])[C:41]([F:47])([F:46])[C:42]([F:45])([F:44])[F:43]. (2) Given the product [Br:1][C:2]1[CH:7]=[CH:6][C:5](/[C:8](=[N:22]\[O:23][CH2:24][CH3:25])/[CH:9]2[CH2:10][CH2:11][N:12]([C:15]3([CH3:21])[CH2:20][CH2:19][N:18]([C:36]([C:31]4[CH:32]=[CH:33][CH:34]=[C:35]5[C:30]=4[CH:29]=[CH:28][N:27]5[CH3:26])=[O:37])[CH2:17][CH2:16]3)[CH2:13][CH2:14]2)=[CH:4][CH:3]=1, predict the reactants needed to synthesize it. The reactants are: [Br:1][C:2]1[CH:7]=[CH:6][C:5](/[C:8](=[N:22]\[O:23][CH2:24][CH3:25])/[CH:9]2[CH2:14][CH2:13][N:12]([C:15]3([CH3:21])[CH2:20][CH2:19][NH:18][CH2:17][CH2:16]3)[CH2:11][CH2:10]2)=[CH:4][CH:3]=1.[CH3:26][N:27]1[C:35]2[CH:34]=[CH:33][CH:32]=[C:31]([C:36](O)=[O:37])[C:30]=2[CH:29]=[CH:28]1.CCN(CC)CC.CN(C(ON1N=NC2C=CC=NC1=2)=[N+](C)C)C.F[P-](F)(F)(F)(F)F. (3) Given the product [C:22]1(=[O:27])[NH:2][C:25](=[O:26])[C:24]2=[CH:28][CH:29]=[CH:30][CH:31]=[C:23]12.[CH3:1][N:2]1[CH2:11][CH2:10][C:9]2([C:12]3[CH:17]=[CH:16][CH:15]=[C:14]([O:18][CH3:19])[CH:13]=3)[C:4]([CH3:21])([CH2:5][CH2:6][CH:7]([NH2:20])[CH2:8]2)[CH2:3]1, predict the reactants needed to synthesize it. The reactants are: [CH3:1][N:2]1[CH2:11][CH2:10][C:9]2([C:12]3[CH:17]=[CH:16][CH:15]=[C:14]([O:18][CH3:19])[CH:13]=3)[C:4]([CH3:21])([CH2:5][CH2:6][CH:7]([NH2:20])[CH2:8]2)[CH2:3]1.[C:22]1(=O)[O:27][C:25](=[O:26])[C:24]2=[CH:28][CH:29]=[CH:30][CH:31]=[C:23]12. (4) Given the product [C:16]([O:20][C:21](=[O:27])[NH:22][CH2:23][C@H:24]([OH:25])[CH2:26][NH:1][C:2]1[CH:3]=[C:4]2[C:8](=[CH:9][CH:10]=1)[N:7]([CH:11]([CH3:14])[CH2:12][F:13])[C:6](=[O:15])[CH2:5]2)([CH3:18])([CH3:17])[CH3:19], predict the reactants needed to synthesize it. The reactants are: [NH2:1][C:2]1[CH:3]=[C:4]2[C:8](=[CH:9][CH:10]=1)[N:7]([CH:11]([CH3:14])[CH2:12][F:13])[C:6](=[O:15])[CH2:5]2.[C:16]([O:20][C:21](=[O:27])[NH:22][CH2:23][C@H:24]1[CH2:26][O:25]1)([CH3:19])([CH3:18])[CH3:17].FC(F)(F)S([O-])(=O)=O.[Li+]. (5) The reactants are: [C:1]([O:5][C:6](=[O:22])[CH2:7][CH2:8][CH2:9][CH2:10][CH2:11][CH2:12][CH2:13][CH2:14][CH2:15][CH2:16][CH2:17][CH2:18][C:19](O)=[O:20])([CH3:4])([CH3:3])[CH3:2]. Given the product [C:1]([O:5][C:6](=[O:22])[CH2:7][CH2:8][CH2:9][CH2:10][CH2:11][CH2:12][CH2:13][CH2:14][CH2:15][CH2:16][CH2:17][CH2:18][CH2:19][OH:20])([CH3:4])([CH3:2])[CH3:3], predict the reactants needed to synthesize it. (6) Given the product [CH3:59][O:60][C:61]1[CH:79]=[CH:78][C:64]([CH2:65][NH:27][C:22]2[CH:21]=[CH:20][C:19]3[C:24](=[CH:25][CH:26]=[C:17]([NH:16][C:14]4[N:15]=[C:11]5[CH:10]=[CH:9][CH:8]=[C:7]([C:1]6[CH:2]=[CH:3][CH:4]=[CH:5][CH:6]=6)[N:12]5[N:13]=4)[CH:18]=3)[N:23]=2)=[CH:63][CH:62]=1, predict the reactants needed to synthesize it. The reactants are: [C:1]1([C:7]2[N:12]3[N:13]=[C:14]([NH:16][C:17]4[CH:18]=[C:19]5[C:24](=[CH:25][CH:26]=4)[N:23]=[C:22]([NH2:27])[CH:21]=[CH:20]5)[N:15]=[C:11]3[CH:10]=[CH:9][CH:8]=2)[CH:6]=[CH:5][CH:4]=[CH:3][CH:2]=1.C1(C2N3N=C(NC4C=C5C(C=NN5C5CCCCO5)=CC=4)N=C3C=CC=2)C=CC=CC=1.[CH3:59][O:60][C:61]1[CH:79]=[CH:78][C:64]([CH2:65]NC2C=CC3C(=CC=C(N)C=3)N=2)=[CH:63][CH:62]=1.CC(C)([O-])C.[K+].